Dataset: Reaction yield outcomes from USPTO patents with 853,638 reactions. Task: Predict the reaction yield, written as a fraction of the theoretical maximum amount of product (1.0 means a 100% yield; for example, 0.34 means a 34% yield). (1) The reactants are C1(P(C2C=CC=CC=2)C2C=CC=CC=2)C=CC=CC=1.[Cl:20][C:21]1[CH:22]=[N:23][N:24]([CH3:42])[C:25]=1[C:26]1[CH:27]=[C:28]([NH:33][C:34]([C:36]2[CH:40]=[C:39]([CH3:41])[O:38][N:37]=2)=[O:35])[CH:29]=[CH:30][C:31]=1[OH:32].CC(OC(/N=N/C(OC(C)C)=O)=O)C.O[CH2:58][C@@H:59]([NH:61]C(=O)OC(C)(C)C)[CH3:60]. The catalyst is C1COCC1. The product is [NH2:61][C@@H:59]([CH3:60])[CH2:58][O:32][C:31]1[CH:30]=[CH:29][C:28]([NH:33][C:34]([C:36]2[CH:40]=[C:39]([CH3:41])[O:38][N:37]=2)=[O:35])=[CH:27][C:26]=1[C:25]1[N:24]([CH3:42])[N:23]=[CH:22][C:21]=1[Cl:20]. The yield is 0.213. (2) The reactants are [Br:1][C:2]1[CH:7]=[CH:6][C:5]([C:8](=O)[CH2:9][C:10]2[CH:15]=[CH:14][CH:13]=[CH:12][CH:11]=2)=[CH:4][CH:3]=1.[CH2:17]([O:19][C:20]1[CH:21]=[C:22]([CH:25]=[C:26]([N+:29]([O-:31])=[O:30])[C:27]=1[OH:28])[CH:23]=O)[CH3:18].[NH2:32][C:33]([NH2:35])=[O:34].Cl. The catalyst is CCO. The product is [Br:1][C:2]1[CH:7]=[CH:6][C:5]([C:8]2[NH:35][C:33](=[O:34])[NH:32][CH:23]([C:22]3[CH:25]=[C:26]([N+:29]([O-:31])=[O:30])[C:27]([OH:28])=[C:20]([O:19][CH2:17][CH3:18])[CH:21]=3)[C:9]=2[C:10]2[CH:15]=[CH:14][CH:13]=[CH:12][CH:11]=2)=[CH:4][CH:3]=1. The yield is 0.340. (3) The reactants are [Br:1][C:2]1[CH:10]=[CH:9][CH:8]=[C:7]2[C:3]=1[C:4](O)([C:17]1[C:25]([OH:26])=[CH:24][C:20]3[O:21][CH2:22][O:23][C:19]=3[CH:18]=1)[C:5](=[O:16])[N:6]2[CH2:11][CH2:12][CH2:13][CH2:14][CH3:15].FC(F)(F)C(O)=O.C([SiH](CC)CC)C. The catalyst is ClCCl. The product is [Br:1][C:2]1[CH:10]=[CH:9][CH:8]=[C:7]2[C:3]=1[CH:4]([C:17]1[C:25]([OH:26])=[CH:24][C:20]3[O:21][CH2:22][O:23][C:19]=3[CH:18]=1)[C:5](=[O:16])[N:6]2[CH2:11][CH2:12][CH2:13][CH2:14][CH3:15]. The yield is 0.490. (4) The reactants are Br[C:2]1[CH:3]=[CH:4][C:5]2[O:14][CH2:13][CH2:12][C:11]3[N:7]([N:8]=[C:9]([C:15]4[N:16]([CH2:20][C:21]([F:24])([F:23])[F:22])[N:17]=[CH:18][N:19]=4)[CH:10]=3)[C:6]=2[CH:25]=1.[C:26]([O:30][C:31]([N:33]1[CH2:38][CH:37]=[C:36](B2OC(C)(C)C(C)(C)O2)[CH2:35][CH2:34]1)=[O:32])([CH3:29])([CH3:28])[CH3:27].C(=O)([O-])[O-].[K+].[K+]. The catalyst is C(OCC)(=O)C.C1C=CC(P(C2C=CC=CC=2)[C-]2C=CC=C2)=CC=1.C1C=CC(P(C2C=CC=CC=2)[C-]2C=CC=C2)=CC=1.Cl[Pd]Cl.[Fe+2].ClCCl. The product is [C:26]([O:30][C:31]([N:33]1[CH2:34][CH:35]=[C:36]([C:2]2[CH:3]=[CH:4][C:5]3[O:14][CH2:13][CH2:12][C:11]4[N:7]([N:8]=[C:9]([C:15]5[N:16]([CH2:20][C:21]([F:24])([F:22])[F:23])[N:17]=[CH:18][N:19]=5)[CH:10]=4)[C:6]=3[CH:25]=2)[CH2:37][CH2:38]1)=[O:32])([CH3:29])([CH3:27])[CH3:28]. The yield is 0.900. (5) The reactants are [Cl:1][C:2]1[CH:7]=[C:6]([OH:8])[CH:5]=[CH:4][C:3]=1[NH:9][C:10](=[O:18])OC1C=CC=CC=1.[CH:19]1([NH2:22])[CH2:21][CH2:20]1.O.Cl. The catalyst is CN(C)C=O.C(OCC)(=O)C. The product is [Cl:1][C:2]1[CH:7]=[C:6]([OH:8])[CH:5]=[CH:4][C:3]=1[NH:9][C:10]([NH:22][CH:19]1[CH2:21][CH2:20]1)=[O:18]. The yield is 0.770. (6) The product is [CH2:24]([O:1][C@H:2]1[CH2:6][N:5]([C:7]([O:9][C:10]([CH3:11])([CH3:12])[CH3:13])=[O:8])[C@H:4]([C:14]([O:16][CH3:17])=[O:15])[CH2:3]1)[C:21]1[CH:22]=[CH:23][CH:18]=[CH:19][CH:20]=1. The reactants are [OH:1][C@H:2]1[CH2:6][N:5]([C:7]([O:9][C:10]([CH3:13])([CH3:12])[CH3:11])=[O:8])[C@@H:4]([C:14]([O:16][CH3:17])=[O:15])[CH2:3]1.[CH:18]1[CH:23]=[CH:22][C:21]([CH2:24]Br)=[CH:20][CH:19]=1.CCOCC. The catalyst is CN(C=O)C. The yield is 0.850. (7) The reactants are Br[C:2]1[C:10]([F:11])=[CH:9][C:8]([C:12]#[N:13])=[C:7]2[C:3]=1[C:4]([CH3:15])=[C:5]([CH3:14])[NH:6]2.[N:16]1([C:22]([O:24][C:25]([CH3:28])([CH3:27])[CH3:26])=[O:23])[CH2:21][CH2:20][NH:19][CH2:18][CH2:17]1.C([O-])([O-])=O.[Cs+].[Cs+]. The catalyst is O1CCOCC1.C1C=CC(/C=C/C(/C=C/C2C=CC=CC=2)=O)=CC=1.C1C=CC(/C=C/C(/C=C/C2C=CC=CC=2)=O)=CC=1.C1C=CC(/C=C/C(/C=C/C2C=CC=CC=2)=O)=CC=1.[Pd].[Pd].C1(P(C2C=CC=CC=2)C2C=CC3C(=CC=CC=3)C=2C2C3C(=CC=CC=3)C=CC=2P(C2C=CC=CC=2)C2C=CC=CC=2)C=CC=CC=1. The product is [C:12]([C:8]1[CH:9]=[C:10]([F:11])[C:2]([N:19]2[CH2:18][CH2:17][N:16]([C:22]([O:24][C:25]([CH3:28])([CH3:27])[CH3:26])=[O:23])[CH2:21][CH2:20]2)=[C:3]2[C:7]=1[NH:6][C:5]([CH3:14])=[C:4]2[CH3:15])#[N:13]. The yield is 0.700. (8) The yield is 0.690. The product is [C:22]([C:3]1[C:2]([NH:7][C:8](=[O:13])[C:9]([CH3:10])([CH3:12])[CH3:11])=[N:1][CH:6]=[CH:5][CH:4]=1)(=[O:26])[CH:23]([CH3:25])[CH3:24]. No catalyst specified. The reactants are [N:1]1[CH:6]=[CH:5][CH:4]=[CH:3][C:2]=1[NH:7][C:8](=[O:13])[C:9]([CH3:12])([CH3:11])[CH3:10].[Li]CCCC.CON(C)[C:22](=[O:26])[CH:23]([CH3:25])[CH3:24].